This data is from Forward reaction prediction with 1.9M reactions from USPTO patents (1976-2016). The task is: Predict the product of the given reaction. (1) Given the reactants [NH2:1][C:2]1[N:11]=[C:10]([C:12]([N:14]2[CH2:22][C:21]3[C:16](=[CH:17][CH:18]=[CH:19][CH:20]=3)[CH2:15]2)=[O:13])[C:9]2[C:4](=[CH:5][CH:6]=[C:7]([C:23]3[CH:28]=[C:27]([F:29])[CH:26]=[CH:25][C:24]=3[CH2:30]Cl)[CH:8]=2)[N:3]=1.C(=O)([O-])[O-].[Cs+].[Cs+].[CH2:38]([NH:40][CH2:41][CH3:42])[CH3:39], predict the reaction product. The product is: [NH2:1][C:2]1[N:11]=[C:10]([C:12]([N:14]2[CH2:22][C:21]3[C:16](=[CH:17][CH:18]=[CH:19][CH:20]=3)[CH2:15]2)=[O:13])[C:9]2[C:4](=[CH:5][CH:6]=[C:7]([C:23]3[CH:28]=[C:27]([F:29])[CH:26]=[CH:25][C:24]=3[CH2:30][N:40]([CH2:41][CH3:42])[CH2:38][CH3:39])[CH:8]=2)[N:3]=1. (2) The product is: [CH3:1][O:2][C:3]1[CH:4]=[C:5]2[C:9](=[CH:10][CH:11]=1)[N:8]([CH2:12][CH2:13][NH:14][CH3:15])[C:7]([C:16]1[C:17]([CH3:23])=[N:18][N:19]([CH3:22])[C:20]=1[CH3:21])=[C:6]2/[CH:24]=[C:37]1\[O:38][C:34]2[CH:33]=[CH:32][C:31]([NH:30][C:28]([NH:27][CH3:26])=[O:29])=[CH:40][C:35]=2[C:36]\1=[O:39]. Given the reactants [CH3:1][O:2][C:3]1[CH:4]=[C:5]2[C:9](=[CH:10][CH:11]=1)[N:8]([CH2:12][CH2:13][NH:14][CH3:15])[C:7]([C:16]1[C:17]([CH3:23])=[N:18][N:19]([CH3:22])[C:20]=1[CH3:21])=[C:6]2[CH:24]=O.[CH3:26][NH:27][C:28]([NH:30][C:31]1[CH:32]=[CH:33][C:34]2[O:38][CH2:37][C:36](=[O:39])[C:35]=2[CH:40]=1)=[O:29].O, predict the reaction product. (3) Given the reactants [NH2:1][C:2]1[N:7]=[CH:6][N:5]=[C:4]2[N:8]([CH:12]([C:14]3[O:15][C:16](=[O:30])[C:17]4[C:22]([C:23]=3[C:24]3[CH:29]=[CH:28][CH:27]=[CH:26][CH:25]=3)=[CH:21][CH:20]=[CH:19][CH:18]=4)[CH3:13])[N:9]=[C:10](I)[C:3]=12.C[O:32][C:33]1[CH:38]=[N:37][CH:36]=[C:35]([Sn](CCCC)(CCCC)CCCC)[N:34]=1, predict the reaction product. The product is: [NH2:1][C:2]1[N:7]=[CH:6][N:5]=[C:4]2[N:8]([CH:12]([C:14]3[O:15][C:16](=[O:30])[C:17]4[C:22]([C:23]=3[C:24]3[CH:29]=[CH:28][CH:27]=[CH:26][CH:25]=3)=[CH:21][CH:20]=[CH:19][CH:18]=4)[CH3:13])[N:9]=[C:10]([C:35]3[CH:36]=[N:37][CH:38]=[C:33]([OH:32])[N:34]=3)[C:3]=12. (4) Given the reactants Cl[C:2]1[N:30]=[CH:29][C:5]2[N:6]=[C:7]([C:12]3[CH:17]=[CH:16][C:15]([O:18][CH:19]4[CH2:24][CH2:23][N:22]([CH:25]5[CH2:28][CH2:27][CH2:26]5)[CH2:21][CH2:20]4)=[CH:14][CH:13]=3)[N:8]([CH3:11])[C:9](=[O:10])[C:4]=2[CH:3]=1.C(N(CC)CC)C.[H][H], predict the reaction product. The product is: [CH:25]1([N:22]2[CH2:21][CH2:20][CH:19]([O:18][C:15]3[CH:16]=[CH:17][C:12]([C:7]4[N:8]([CH3:11])[C:9](=[O:10])[C:4]5[CH:3]=[CH:2][N:30]=[CH:29][C:5]=5[N:6]=4)=[CH:13][CH:14]=3)[CH2:24][CH2:23]2)[CH2:26][CH2:27][CH2:28]1. (5) Given the reactants Cl[C:2]1[C:11]2[C:6](=[CH:7][C:8]([F:13])=[CH:9][C:10]=2[F:12])[N:5]=[C:4]([C:14]2[CH:19]=[C:18]([F:20])[CH:17]=[CH:16][C:15]=2[S:21]([CH3:24])(=[O:23])=[O:22])[C:3]=1[CH3:25].[O:26]1[CH2:31][CH2:30][N:29]([C:32]2[CH:33]=[C:34]([NH2:38])[CH:35]=[N:36][CH:37]=2)[CH2:28][CH2:27]1, predict the reaction product. The product is: [F:12][C:10]1[CH:9]=[C:8]([F:13])[CH:7]=[C:6]2[C:11]=1[C:2]([NH:38][C:34]1[CH:35]=[N:36][CH:37]=[C:32]([N:29]3[CH2:30][CH2:31][O:26][CH2:27][CH2:28]3)[CH:33]=1)=[C:3]([CH3:25])[C:4]([C:14]1[CH:19]=[C:18]([F:20])[CH:17]=[CH:16][C:15]=1[S:21]([CH3:24])(=[O:23])=[O:22])=[N:5]2. (6) Given the reactants Cl.[NH2:2][C@@H:3]1[C@@H:10]2[C@@H:6]([CH2:7][N:8]([C:11](=[O:22])[CH:12]([C:16]3[CH:21]=[CH:20][CH:19]=[CH:18][CH:17]=3)[CH:13]([CH3:15])[CH3:14])[CH2:9]2)[CH2:5][CH2:4]1.[CH:23](=O)[C:24]1[CH:29]=[CH:28][CH:27]=[CH:26][CH:25]=1.C(O)(=O)C.C([BH3-])#N, predict the reaction product. The product is: [CH2:23]([NH:2][C@@H:3]1[C@@H:10]2[C@@H:6]([CH2:7][N:8]([C:11](=[O:22])[CH:12]([C:16]3[CH:17]=[CH:18][CH:19]=[CH:20][CH:21]=3)[CH:13]([CH3:15])[CH3:14])[CH2:9]2)[CH2:5][CH2:4]1)[C:24]1[CH:29]=[CH:28][CH:27]=[CH:26][CH:25]=1. (7) The product is: [C:1]([C:3]1[N:7]([CH3:8])[C:6]([C:9]2[CH:10]=[C:11]3[C:15](=[CH:16][CH:17]=2)[N:14]=[CH:13][C:12]23[CH2:25][CH2:24][CH2:23][CH2:22][CH2:21]2)=[CH:5][CH:4]=1)#[N:2].[Pd:26]. Given the reactants [C:1]([C:3]1[N:7]([CH3:8])[C:6]([C:9]2[CH:10]=[C:11]3[C:15](=[CH:16][CH:17]=2)[NH:14][C:13](=NC#N)[C:12]23[CH2:25][CH2:24][CH2:23][CH2:22][CH2:21]2)=[CH:5][CH:4]=1)#[N:2].[Pd:26].[OH-].[K+].C(N[C@H](C(O)=O)CS)(=O)C, predict the reaction product.